From a dataset of Full USPTO retrosynthesis dataset with 1.9M reactions from patents (1976-2016). Predict the reactants needed to synthesize the given product. (1) Given the product [CH3:41][O:40][C:37]1[CH:36]=[CH:35][C:34]([CH2:33][N:16]2[C:17]3=[N:18][CH:19]=[CH:20][C:21]([O:23][C:24]4[CH:25]=[CH:26][C:27]([C:28](=[O:29])[NH:48][C:43]5[N:44]=[CH:45][CH:46]=[CH:47][N:42]=5)=[CH:31][CH:32]=4)=[C:22]3[C:14]([NH:13][C@@H:10]3[CH2:11][CH2:12][N:8]([C:6]([O:5][C:1]([CH3:2])([CH3:4])[CH3:3])=[O:7])[CH2:9]3)=[N:15]2)=[CH:39][CH:38]=1, predict the reactants needed to synthesize it. The reactants are: [C:1]([O:5][C:6]([N:8]1[CH2:12][CH2:11][C@H:10]([NH:13][C:14]2[C:22]3[C:17](=[N:18][CH:19]=[CH:20][C:21]=3[O:23][C:24]3[CH:32]=[CH:31][C:27]([C:28](O)=[O:29])=[CH:26][CH:25]=3)[N:16]([CH2:33][C:34]3[CH:39]=[CH:38][C:37]([O:40][CH3:41])=[CH:36][CH:35]=3)[N:15]=2)[CH2:9]1)=[O:7])([CH3:4])([CH3:3])[CH3:2].[N:42]1[CH:47]=[CH:46][CH:45]=[N:44][C:43]=1[NH2:48]. (2) Given the product [NH2:8][C:6]1[N:7]=[C:2]([Cl:1])[C:3]2[C:11]([C:29]#[C:28][CH2:27][CH2:26][CH2:25][CH2:24][OH:30])=[CH:10][N:9]([CH2:13][C:14]3[C:19]([CH3:20])=[C:18]([O:21][CH3:22])[C:17]([CH3:23])=[CH:16][N:15]=3)[C:4]=2[N:5]=1, predict the reactants needed to synthesize it. The reactants are: [Cl:1][C:2]1[C:3]2[C:11](I)=[CH:10][N:9]([CH2:13][C:14]3[C:19]([CH3:20])=[C:18]([O:21][CH3:22])[C:17]([CH3:23])=[CH:16][N:15]=3)[C:4]=2[N:5]=[C:6]([NH2:8])[N:7]=1.[CH2:24]([OH:30])[CH2:25][CH2:26][CH2:27][C:28]#[CH:29]. (3) Given the product [CH3:15][S:16]([O:1][CH2:2][C:3]1([C:6]#[N:7])[CH2:5][CH2:4]1)(=[O:18])=[O:17], predict the reactants needed to synthesize it. The reactants are: [OH:1][CH2:2][C:3]1([C:6]#[N:7])[CH2:5][CH2:4]1.C(N(CC)CC)C.[CH3:15][S:16](Cl)(=[O:18])=[O:17]. (4) Given the product [CH2:32]([O:31][N:26]1[C:25](=[O:39])[N:24]2[CH2:30][C@H:27]1[CH2:28][CH2:29][C@H:23]2[C:21]1[O:22][C:41]([CH3:42])=[N:20][N:19]=1)[C:33]1[CH:34]=[CH:35][CH:36]=[CH:37][CH:38]=1, predict the reactants needed to synthesize it. The reactants are: O(S(C(F)(F)F)(=O)=O)S(C(F)(F)F)(=O)=O.C([N:19]([C:21]([C@@H:23]1[CH2:29][CH2:28][C@@H:27]2[CH2:30][N:24]1[C:25](=[O:39])[N:26]2[O:31][CH2:32][C:33]1[CH:38]=[CH:37][CH:36]=[CH:35][CH:34]=1)=[O:22])[NH2:20])(=O)C.N1C=CC=[CH:42][CH:41]=1. (5) Given the product [NH2:7][C@H:8]([C:10]1[N:11]([C:27]2[CH:28]=[CH:29][CH:30]=[CH:31][CH:32]=2)[C:12](=[O:26])[C:13]2[C:18]([CH:19]=1)=[CH:17][CH:16]=[CH:15][C:14]=2[C:20]1[CH:21]=[N:22][N:23]([CH3:25])[CH:24]=1)[CH3:9], predict the reactants needed to synthesize it. The reactants are: C(OC(=O)[NH:7][C@H:8]([C:10]1[N:11]([C:27]2[CH:32]=[CH:31][CH:30]=[CH:29][CH:28]=2)[C:12](=[O:26])[C:13]2[C:18]([CH:19]=1)=[CH:17][CH:16]=[CH:15][C:14]=2[C:20]1[CH:21]=[N:22][N:23]([CH3:25])[CH:24]=1)[CH3:9])(C)(C)C.Cl.C([O-])(O)=O.[Na+]. (6) Given the product [NH2:9][C:8]1[C:7]2[C:10]([O:14][CH2:15][CH2:16][CH3:17])=[CH:11][CH:12]=[CH:13][C:6]=2[NH:5][S:1](=[O:4])(=[O:3])[N:2]=1, predict the reactants needed to synthesize it. The reactants are: [S:1]([NH:5][C:6]1[CH:13]=[CH:12][CH:11]=[C:10]([O:14][CH2:15][CH2:16][CH3:17])[C:7]=1[C:8]#[N:9])(=[O:4])(=[O:3])[NH2:2].[OH-].[Na+]. (7) Given the product [CH2:22]([O:21][C:19]1[CH:18]=[CH:17][C:16]([S:29][C:30]2[CH:31]=[CH:32][C:33]([OH:36])=[CH:34][CH:35]=2)=[C:15]([NH:2][C:1]2[C:3]3[C:4](=[N:5][CH:6]=[N:7][CH:8]=3)[N:9]=[CH:10][N:11]=2)[CH:20]=1)[C:23]1[CH:24]=[CH:25][CH:26]=[CH:27][CH:28]=1, predict the reactants needed to synthesize it. The reactants are: [C:1]([C:3]1[C:4]([N:9]=[CH:10][N:11](C)C)=[N:5][CH:6]=[N:7][CH:8]=1)#[N:2].N[C:15]1[CH:20]=[C:19]([O:21][CH2:22][C:23]2[CH:28]=[CH:27][CH:26]=[CH:25][CH:24]=2)[CH:18]=[CH:17][C:16]=1[S:29][C:30]1[CH:35]=[CH:34][C:33]([OH:36])=[CH:32][CH:31]=1.NC1C=C(C)C=CC=1SC1C=CC(O)=CC=1.C(C1C(N=CN(C)C)=NC(SCC)=NC=1)#N. (8) Given the product [Br:1][C:2]1[CH:3]=[C:4]([C:8](=[O:10])/[CH:9]=[CH:14]\[N:15]([CH3:17])[CH3:16])[CH:5]=[CH:6][CH:7]=1, predict the reactants needed to synthesize it. The reactants are: [Br:1][C:2]1[CH:3]=[C:4]([C:8](=[O:10])[CH3:9])[CH:5]=[CH:6][CH:7]=1.C(O[CH:14](OCC)[N:15]([CH3:17])[CH3:16])C. (9) Given the product [F:26][C:23]([F:24])([F:25])[C:18]1[CH:19]=[CH:20][CH:21]=[CH:22][C:17]=1[O:16][CH:13]1[CH2:12][CH2:11][N:10]([C:7]2[N:8]=[CH:9][C:4]([NH2:1])=[CH:5][CH:6]=2)[CH2:15][CH2:14]1, predict the reactants needed to synthesize it. The reactants are: [N+:1]([C:4]1[CH:5]=[CH:6][C:7]([N:10]2[CH2:15][CH2:14][CH:13]([O:16][C:17]3[CH:22]=[CH:21][CH:20]=[CH:19][C:18]=3[C:23]([F:26])([F:25])[F:24])[CH2:12][CH2:11]2)=[N:8][CH:9]=1)([O-])=O.